From a dataset of Full USPTO retrosynthesis dataset with 1.9M reactions from patents (1976-2016). Predict the reactants needed to synthesize the given product. (1) Given the product [ClH:18].[Cl:18][C:14]1[CH:13]=[C:12]([C@@H:10]([OH:11])[CH2:9][NH:8][CH2:19][CH2:20][C:21]2[CH:22]=[CH:23][C:24]([S:27]([C:30]3[CH:31]=[C:32]([CH:38]=[CH:39][CH:40]=3)[C:33]([O:35][CH2:36][CH3:37])=[O:34])(=[O:29])=[O:28])=[CH:25][CH:26]=2)[CH:17]=[CH:16][CH:15]=1, predict the reactants needed to synthesize it. The reactants are: C([N:8]([CH2:19][CH2:20][C:21]1[CH:26]=[CH:25][C:24]([S:27]([C:30]2[CH:31]=[C:32]([CH:38]=[CH:39][CH:40]=2)[C:33]([O:35][CH2:36][CH3:37])=[O:34])(=[O:29])=[O:28])=[CH:23][CH:22]=1)[CH2:9][C@@H:10]([C:12]1[CH:17]=[CH:16][CH:15]=[C:14]([Cl:18])[CH:13]=1)[OH:11])C1C=CC=CC=1.Cl.C(OCC)(=O)C. (2) Given the product [CH2:1]([O:3][C:4]([C:6]1[C:14]2[C:9](=[CH:10][CH:11]=[C:12]([O:15][C:38]3[CH:39]=[CH:40][C:35]([C:34]([F:45])([F:44])[F:33])=[CH:36][CH:37]=3)[CH:13]=2)[N:8]([C:16]2[CH:21]=[CH:20][C:19]([N:22]([CH2:25][CH3:26])[CH2:23][CH3:24])=[CH:18][CH:17]=2)[C:7]=1[CH2:27][C:28]([O:30][CH2:31][CH3:32])=[O:29])=[O:5])[CH3:2], predict the reactants needed to synthesize it. The reactants are: [CH2:1]([O:3][C:4]([C:6]1[C:14]2[C:9](=[CH:10][CH:11]=[C:12]([OH:15])[CH:13]=2)[N:8]([C:16]2[CH:21]=[CH:20][C:19]([N:22]([CH2:25][CH3:26])[CH2:23][CH3:24])=[CH:18][CH:17]=2)[C:7]=1[CH2:27][C:28]([O:30][CH2:31][CH3:32])=[O:29])=[O:5])[CH3:2].[F:33][C:34]([F:45])([F:44])[C:35]1[CH:40]=[CH:39][C:38](B(O)O)=[CH:37][CH:36]=1.N1C=CC=CC=1.CCN(CC)CC. (3) Given the product [C:17]1(/[C:23](/[C:25]2[CH:30]=[CH:29][N:28]=[N:27][CH:26]=2)=[CH:9]\[C:10]([O:12][CH2:13][CH3:14])=[O:11])[CH:18]=[CH:19][CH:20]=[CH:21][CH:22]=1, predict the reactants needed to synthesize it. The reactants are: C(OP([CH2:9][C:10]([O:12][CH2:13][CH3:14])=[O:11])(OCC)=O)C.[H-].[Na+].[C:17]1([C:23]([C:25]2[CH:30]=[CH:29][N:28]=[N:27][CH:26]=2)=O)[CH:22]=[CH:21][CH:20]=[CH:19][CH:18]=1. (4) Given the product [C:32]([N:25]1[CH2:31][CH2:30][CH2:29][N:28]([C:2]2[N:7]3[N:8]=[CH:9][CH:10]=[C:6]3[N:5]=[C:4]([NH:12][C:13](=[O:24])[C:14]3[CH:15]=[CH:16][C:17]([C:20]([OH:23])([CH3:22])[CH3:21])=[CH:18][CH:19]=3)[CH:3]=2)[CH2:27][CH2:26]1)(=[O:34])[CH3:33], predict the reactants needed to synthesize it. The reactants are: Cl[C:2]1[N:7]2[N:8]=[C:9](C)[CH:10]=[C:6]2[N:5]=[C:4]([NH:12][C:13](=[O:24])[C:14]2[CH:19]=[CH:18][C:17]([C:20]([OH:23])([CH3:22])[CH3:21])=[CH:16][CH:15]=2)[CH:3]=1.[N:25]1([C:32](=[O:34])[CH3:33])[CH2:31][CH2:30][CH2:29][NH:28][CH2:27][CH2:26]1.